From a dataset of Forward reaction prediction with 1.9M reactions from USPTO patents (1976-2016). Predict the product of the given reaction. Given the reactants [CH:1]1([C@H:7]([NH:12][C:13]([C:15]2[O:16][C:17](Br)=[CH:18][CH:19]=2)=[O:14])[C:8](=[O:11])[NH:9][CH3:10])[CH2:6][CH2:5][CH2:4][CH2:3][CH2:2]1.[NH:21]1[C:29]2[C:24](=[CH:25][CH:26]=[C:27](B(O)O)[CH:28]=2)[CH:23]=[CH:22]1.C(=O)([O-])[O-].[Na+].[Na+], predict the reaction product. The product is: [CH:1]1([C@H:7]([NH:12][C:13]([C:15]2[O:16][C:17]([C:27]3[CH:28]=[C:29]4[C:24]([CH:23]=[CH:22][NH:21]4)=[CH:25][CH:26]=3)=[CH:18][CH:19]=2)=[O:14])[C:8](=[O:11])[NH:9][CH3:10])[CH2:6][CH2:5][CH2:4][CH2:3][CH2:2]1.